Dataset: CYP2D6 inhibition data for predicting drug metabolism from PubChem BioAssay. Task: Regression/Classification. Given a drug SMILES string, predict its absorption, distribution, metabolism, or excretion properties. Task type varies by dataset: regression for continuous measurements (e.g., permeability, clearance, half-life) or binary classification for categorical outcomes (e.g., BBB penetration, CYP inhibition). Dataset: cyp2d6_veith. (1) The result is 0 (non-inhibitor). The molecule is C[C@H]1C/C=C\C=C/C=C\C=C[C@@H](O[C@H]2O[C@@H](C)[C@@H](O)[C@@H](N)[C@@H]2O)C[C@@H]2O[C@](O)(C[C@@H](O)C[C@H]3O[C@@H]3/C=C\C(=O)O1)C[C@@H](O)[C@H]2C(=O)O. (2) The result is 0 (non-inhibitor). The compound is O=C(c1ccc(Cl)cc1)N1CCN(C(=O)c2ccco2)CC1.